This data is from Full USPTO retrosynthesis dataset with 1.9M reactions from patents (1976-2016). The task is: Predict the reactants needed to synthesize the given product. (1) The reactants are: [C:1](N1C=CN=C1)([N:3]1[CH:7]=[CH:6][N:5]=[CH:4]1)=[O:2].[C:13]1([CH:19]([C:26]2[CH:31]=[CH:30][CH:29]=[CH:28][CH:27]=2)[N:20]2[CH2:25][CH2:24][NH:23][CH2:22][CH2:21]2)[CH:18]=[CH:17][CH:16]=[CH:15][CH:14]=1.C1CCN2C(=NCCC2)CC1.C(Cl)Cl. Given the product [N:3]1([C:1]([N:23]2[CH2:22][CH2:21][N:20]([CH:19]([C:13]3[CH:14]=[CH:15][CH:16]=[CH:17][CH:18]=3)[C:26]3[CH:31]=[CH:30][CH:29]=[CH:28][CH:27]=3)[CH2:25][CH2:24]2)=[O:2])[CH:7]=[CH:6][N:5]=[CH:4]1, predict the reactants needed to synthesize it. (2) Given the product [C:12]([O:11][C:9](=[O:10])[NH:1][CH2:2][CH2:3][CH2:4][CH2:5][CH2:6][CH2:7][NH2:8])([CH3:15])([CH3:14])[CH3:13], predict the reactants needed to synthesize it. The reactants are: [NH2:1][CH2:2][CH2:3][CH2:4][CH2:5][CH2:6][CH2:7][NH2:8].[C:9](O[C:9]([O:11][C:12]([CH3:15])([CH3:14])[CH3:13])=[O:10])([O:11][C:12]([CH3:15])([CH3:14])[CH3:13])=[O:10]. (3) Given the product [Br:61][CH2:40][CH2:39][N:38]([CH2:42][CH2:43][CH2:44][CH2:45][CH2:46][CH2:47][CH2:48][CH2:49][CH2:50][CH2:51][CH2:52][CH2:53][CH2:54][CH2:55][CH2:56][CH2:57][CH2:58][CH3:59])[CH2:20][CH2:21][CH2:22][CH2:23][CH2:24][CH2:25][CH2:26][CH2:27][CH2:28][CH2:29][CH2:30][CH2:31][CH2:32][CH2:33][CH2:34][CH2:35][CH2:36][CH3:37], predict the reactants needed to synthesize it. The reactants are: C1C=CC(P(C2C=CC=CC=2)C2C=CC=CC=2)=CC=1.[CH2:20]([N:38]([CH2:42][CH2:43][CH2:44][CH2:45][CH2:46][CH2:47][CH2:48][CH2:49][CH2:50][CH2:51][CH2:52][CH2:53][CH2:54][CH2:55][CH2:56][CH2:57][CH2:58][CH3:59])[CH2:39][CH2:40]O)[CH2:21][CH2:22][CH2:23][CH2:24][CH2:25][CH2:26][CH2:27][CH2:28][CH2:29][CH2:30][CH2:31][CH2:32][CH2:33][CH2:34][CH2:35][CH2:36][CH3:37].C(Br)(Br)(Br)[Br:61]. (4) Given the product [CH:10]1([S:11]([C:14]2[CH:15]=[C:16]([CH:38]=[CH:39][CH:40]=2)[O:17][C:18]2[CH:19]=[C:20]([N:24]3[C:28]4[CH:29]=[CH:30][CH:31]=[C:32]([C:33]([F:36])([F:35])[F:34])[C:27]=4[N:26]=[C:25]3[CH3:37])[CH:21]=[CH:22][CH:23]=2)(=[O:13])=[O:12])[CH2:8][CH2:9]1, predict the reactants needed to synthesize it. The reactants are: CC(C)([O-])C.[K+].I[CH2:8][CH2:9][CH2:10][S:11]([C:14]1[CH:15]=[C:16]([CH:38]=[CH:39][CH:40]=1)[O:17][C:18]1[CH:19]=[C:20]([N:24]2[C:28]3[CH:29]=[CH:30][CH:31]=[C:32]([C:33]([F:36])([F:35])[F:34])[C:27]=3[N:26]=[C:25]2[CH3:37])[CH:21]=[CH:22][CH:23]=1)(=[O:13])=[O:12].C(O)(=O)C.CO.